From a dataset of NCI-60 drug combinations with 297,098 pairs across 59 cell lines. Regression. Given two drug SMILES strings and cell line genomic features, predict the synergy score measuring deviation from expected non-interaction effect. (1) Drug 1: C1=NC2=C(N=C(N=C2N1C3C(C(C(O3)CO)O)O)F)N. Drug 2: C(CCl)NC(=O)N(CCCl)N=O. Cell line: IGROV1. Synergy scores: CSS=0.482, Synergy_ZIP=-1.29, Synergy_Bliss=-0.882, Synergy_Loewe=-4.06, Synergy_HSA=-1.98. (2) Drug 1: C1CC(=O)NC(=O)C1N2CC3=C(C2=O)C=CC=C3N. Drug 2: CC1CCC2CC(C(=CC=CC=CC(CC(C(=O)C(C(C(=CC(C(=O)CC(OC(=O)C3CCCCN3C(=O)C(=O)C1(O2)O)C(C)CC4CCC(C(C4)OC)OCCO)C)C)O)OC)C)C)C)OC. Cell line: SK-MEL-2. Synergy scores: CSS=-15.4, Synergy_ZIP=-1.58, Synergy_Bliss=-18.2, Synergy_Loewe=-26.8, Synergy_HSA=-21.7. (3) Drug 1: C1=CC(=CC=C1CCC2=CNC3=C2C(=O)NC(=N3)N)C(=O)NC(CCC(=O)O)C(=O)O. Drug 2: C1C(C(OC1N2C=NC(=NC2=O)N)CO)O. Cell line: MOLT-4. Synergy scores: CSS=92.5, Synergy_ZIP=3.28, Synergy_Bliss=3.03, Synergy_Loewe=3.58, Synergy_HSA=5.87.